From a dataset of NCI-60 drug combinations with 297,098 pairs across 59 cell lines. Regression. Given two drug SMILES strings and cell line genomic features, predict the synergy score measuring deviation from expected non-interaction effect. (1) Drug 1: CC1=CC=C(C=C1)C2=CC(=NN2C3=CC=C(C=C3)S(=O)(=O)N)C(F)(F)F. Drug 2: CCN(CC)CCCC(C)NC1=C2C=C(C=CC2=NC3=C1C=CC(=C3)Cl)OC. Cell line: NCI-H522. Synergy scores: CSS=22.6, Synergy_ZIP=-5.29, Synergy_Bliss=3.93, Synergy_Loewe=5.69, Synergy_HSA=5.77. (2) Drug 1: CC(CN1CC(=O)NC(=O)C1)N2CC(=O)NC(=O)C2. Drug 2: C1=CN(C=N1)CC(O)(P(=O)(O)O)P(=O)(O)O. Cell line: OVCAR3. Synergy scores: CSS=8.78, Synergy_ZIP=-5.94, Synergy_Bliss=-7.16, Synergy_Loewe=-8.91, Synergy_HSA=-7.19. (3) Drug 1: C1=CN(C(=O)N=C1N)C2C(C(C(O2)CO)O)O.Cl. Drug 2: CC1=C(C=C(C=C1)C(=O)NC2=CC(=CC(=C2)C(F)(F)F)N3C=C(N=C3)C)NC4=NC=CC(=N4)C5=CN=CC=C5. Cell line: NCI-H522. Synergy scores: CSS=18.5, Synergy_ZIP=-7.92, Synergy_Bliss=-2.37, Synergy_Loewe=-18.4, Synergy_HSA=-3.67. (4) Drug 1: CN1CCC(CC1)COC2=C(C=C3C(=C2)N=CN=C3NC4=C(C=C(C=C4)Br)F)OC. Drug 2: CC1=C(C(=CC=C1)Cl)NC(=O)C2=CN=C(S2)NC3=CC(=NC(=N3)C)N4CCN(CC4)CCO. Cell line: HL-60(TB). Synergy scores: CSS=-9.14, Synergy_ZIP=2.04, Synergy_Bliss=-8.90, Synergy_Loewe=-17.6, Synergy_HSA=-16.2. (5) Drug 1: C1=CC(=CC=C1C#N)C(C2=CC=C(C=C2)C#N)N3C=NC=N3. Drug 2: CC1C(C(=O)NC(C(=O)N2CCCC2C(=O)N(CC(=O)N(C(C(=O)O1)C(C)C)C)C)C(C)C)NC(=O)C3=C4C(=C(C=C3)C)OC5=C(C(=O)C(=C(C5=N4)C(=O)NC6C(OC(=O)C(N(C(=O)CN(C(=O)C7CCCN7C(=O)C(NC6=O)C(C)C)C)C)C(C)C)C)N)C. Cell line: MOLT-4. Synergy scores: CSS=15.9, Synergy_ZIP=0.828, Synergy_Bliss=-5.20, Synergy_Loewe=-53.5, Synergy_HSA=-8.62. (6) Drug 2: C1=CN(C(=O)N=C1N)C2C(C(C(O2)CO)O)O.Cl. Drug 1: CN(C)N=NC1=C(NC=N1)C(=O)N. Cell line: SK-MEL-2. Synergy scores: CSS=16.8, Synergy_ZIP=-6.68, Synergy_Bliss=-0.268, Synergy_Loewe=-25.6, Synergy_HSA=-2.82. (7) Drug 1: CC1=C(C(CCC1)(C)C)C=CC(=CC=CC(=CC(=O)O)C)C. Drug 2: CCC(=C(C1=CC=CC=C1)C2=CC=C(C=C2)OCCN(C)C)C3=CC=CC=C3.C(C(=O)O)C(CC(=O)O)(C(=O)O)O. Cell line: HCT116. Synergy scores: CSS=2.53, Synergy_ZIP=-7.34, Synergy_Bliss=-11.7, Synergy_Loewe=-12.8, Synergy_HSA=-11.6. (8) Drug 1: CC(CN1CC(=O)NC(=O)C1)N2CC(=O)NC(=O)C2. Drug 2: CCC(=C(C1=CC=CC=C1)C2=CC=C(C=C2)OCCN(C)C)C3=CC=CC=C3.C(C(=O)O)C(CC(=O)O)(C(=O)O)O. Cell line: HCT-15. Synergy scores: CSS=35.9, Synergy_ZIP=-6.43, Synergy_Bliss=-0.552, Synergy_Loewe=-0.736, Synergy_HSA=-0.431. (9) Drug 1: C1C(C(OC1N2C=C(C(=O)NC2=O)F)CO)O. Drug 2: CC(C)(C#N)C1=CC(=CC(=C1)CN2C=NC=N2)C(C)(C)C#N. Cell line: SF-539. Synergy scores: CSS=29.8, Synergy_ZIP=0.0687, Synergy_Bliss=0.00394, Synergy_Loewe=-12.3, Synergy_HSA=2.02.